From a dataset of Cav3 T-type calcium channel HTS with 100,875 compounds. Binary Classification. Given a drug SMILES string, predict its activity (active/inactive) in a high-throughput screening assay against a specified biological target. The compound is OC12C([N+]([O-])=C(C1)c1ccccc1)(N)CCc1[n+](onc21)[O-]. The result is 0 (inactive).